Dataset: Forward reaction prediction with 1.9M reactions from USPTO patents (1976-2016). Task: Predict the product of the given reaction. (1) Given the reactants [NH2:1][CH2:2][C:3]([O:5][C:6]1[CH:7]=[C:8]2[C:24](=[CH:25][CH:26]=1)[C:23]1[CH2:22][CH2:21][N:20]3[C@H:11]([CH2:12][C@H:13]4[C@@H:18]([CH2:19]3)[CH2:17][C@@H:16]([O:27][C:28]([C:30]3[CH:35]=[C:34]([O:36][CH3:37])[C:33]([O:38][C:39]([O:41][CH2:42][CH3:43])=[O:40])=[C:32]([O:44][CH3:45])[CH:31]=3)=[O:29])[C@H:15]([O:46][CH3:47])[C@H:14]4[C:48]([O:50][CH3:51])=[O:49])[C:10]=1[NH:9]2)=[O:4].[C:52](OC(=O)C)(=[O:54])[CH3:53], predict the reaction product. The product is: [C:52]([NH:1][CH2:2][C:3]([O:5][C:6]1[CH:7]=[C:8]2[C:24](=[CH:25][CH:26]=1)[C:23]1[CH2:22][CH2:21][N:20]3[C@H:11]([CH2:12][C@H:13]4[C@@H:18]([CH2:19]3)[CH2:17][C@@H:16]([O:27][C:28]([C:30]3[CH:35]=[C:34]([O:36][CH3:37])[C:33]([O:38][C:39]([O:41][CH2:42][CH3:43])=[O:40])=[C:32]([O:44][CH3:45])[CH:31]=3)=[O:29])[C@H:15]([O:46][CH3:47])[C@H:14]4[C:48]([O:50][CH3:51])=[O:49])[C:10]=1[NH:9]2)=[O:4])(=[O:54])[CH3:53]. (2) Given the reactants [Br:1][C:2]1[CH:3]=[N:4][C:5]2[N:6]([N:8]=[C:9]([C:11]([OH:13])=O)[CH:10]=2)[CH:7]=1.[CH3:14][CH:15]1[C:24]2[C:19](=[C:20]([C:25]3[CH:26]=[N:27][N:28]([CH3:30])[CH:29]=3)[CH:21]=[CH:22][CH:23]=2)[CH2:18][CH2:17][NH:16]1, predict the reaction product. The product is: [Br:1][C:2]1[CH:3]=[N:4][C:5]2[N:6]([N:8]=[C:9]([C:11]([N:16]3[CH2:17][CH2:18][C:19]4[C:24](=[CH:23][CH:22]=[CH:21][C:20]=4[C:25]4[CH:26]=[N:27][N:28]([CH3:30])[CH:29]=4)[CH:15]3[CH3:14])=[O:13])[CH:10]=2)[CH:7]=1. (3) Given the reactants CO[C:3]([C:5]1[NH:6][C:7]([CH2:10][CH2:11][C:12]2[CH:17]=[CH:16][CH:15]=[CH:14][CH:13]=2)=[N:8][CH:9]=1)=[O:4].[NH:18]1[CH2:22][CH2:21][CH2:20][CH2:19]1, predict the reaction product. The product is: [CH2:10]([C:7]1[NH:6][C:5]([C:3]([N:18]2[CH2:22][CH2:21][CH2:20][CH2:19]2)=[O:4])=[CH:9][N:8]=1)[CH2:11][C:12]1[CH:17]=[CH:16][CH:15]=[CH:14][CH:13]=1.